Task: Predict which catalyst facilitates the given reaction.. Dataset: Catalyst prediction with 721,799 reactions and 888 catalyst types from USPTO (1) Reactant: O=O.FC(F)(F)C(O)=O.[Cl:10][C:11]1[CH:12]=[C:13]([N:17]2[C:21]([C:22]3[CH:27]=[CH:26][CH:25]=[C:24]([O:28][C:29]([F:32])([F:31])[F:30])[CH:23]=3)=[CH:20][C:19]([C:33]([N:35]3[CH2:40][CH2:39][N:38](C(OC(C)(C)C)=O)[CH2:37][CH2:36]3)=[O:34])=[N:18]2)[CH:14]=[CH:15][CH:16]=1.ClC1C=C(N2C(C3C=CC=C(OC(F)(F)F)C=3)=CC(C(O)=O)=N2)C=CC=1.N1(C(OC(C)(C)C)=O)CCNCC1. Product: [Cl:10][C:11]1[CH:12]=[C:13]([N:17]2[C:21]([C:22]3[CH:27]=[CH:26][CH:25]=[C:24]([O:28][C:29]([F:31])([F:30])[F:32])[CH:23]=3)=[CH:20][C:19]([C:33]([N:35]3[CH2:36][CH2:37][NH:38][CH2:39][CH2:40]3)=[O:34])=[N:18]2)[CH:14]=[CH:15][CH:16]=1. The catalyst class is: 4. (2) Reactant: [CH3:1][C:2]([CH3:14])([O:5][C:6]1[CH:11]=[CH:10][C:9]([O:12][CH3:13])=[CH:8][CH:7]=1)[C:3]#[CH:4]. Product: [CH3:13][O:12][C:9]1[CH:10]=[CH:11][C:6]2[O:5][C:2]([CH3:14])([CH3:1])[CH:3]=[CH:4][C:7]=2[CH:8]=1. The catalyst class is: 262. (3) Reactant: [OH:1][CH2:2][C:3]1[C:11]([S:12]([CH3:15])(=[O:14])=[O:13])=[CH:10][C:9]2[N:8]3[CH2:16][CH2:17][N:18]([C:23]4[N:28]=[C:27]([C:29]([F:32])([F:31])[F:30])[C:26]([C:33](O)=[O:34])=[CH:25][N:24]=4)[CH:19]([CH:20]([CH3:22])[CH3:21])[C:7]3=[CH:6][C:5]=2[CH:4]=1.C[N:37](C(ON1N=NC2C=CC=NC1=2)=[N+](C)C)C.F[P-](F)(F)(F)(F)F.[NH4+].[Cl-].C(N(CC)C(C)C)(C)C. The catalyst class is: 85. Product: [OH:1][CH2:2][C:3]1[C:11]([S:12]([CH3:15])(=[O:13])=[O:14])=[CH:10][C:9]2[N:8]3[CH2:16][CH2:17][N:18]([C:23]4[N:28]=[C:27]([C:29]([F:30])([F:31])[F:32])[C:26]([C:33]([NH2:37])=[O:34])=[CH:25][N:24]=4)[CH:19]([CH:20]([CH3:21])[CH3:22])[C:7]3=[CH:6][C:5]=2[CH:4]=1. (4) Reactant: [CH:1]1([C:4]2[NH:5][C:6]3[C:12](I)=[CH:11][C:10]([C:14]4[C:15]([CH3:20])=[N:16][O:17][C:18]=4[CH3:19])=[CH:9][C:7]=3[N:8]=2)[CH2:3][CH2:2]1.[CH3:21][C:22]1[S:23][C:24](B2OC(C)(C)C(C)(C)O2)=[C:25]([CH3:27])[N:26]=1.C1CCN2C(=NCCC2)CC1.CN(C=O)C. Product: [CH:1]1([C:4]2[NH:8][C:7]3[CH:9]=[C:10]([C:14]4[C:15]([CH3:20])=[N:16][O:17][C:18]=4[CH3:19])[CH:11]=[C:12]([C:24]4[S:23][C:22]([CH3:21])=[N:26][C:25]=4[CH3:27])[C:6]=3[N:5]=2)[CH2:3][CH2:2]1. The catalyst class is: 6. (5) Reactant: [NH2:1][CH2:2][C:3]1[C:8]([Cl:9])=[N:7][CH:6]=[CH:5][N:4]=1.C1N=CN([C:15]([N:17]2[CH:21]=N[CH:19]=[CH:18]2)=[O:16])C=1.CCN(C(C)C)C(C)C.N1CCC[CH:33]([C:37]([O:39][CH3:40])=[O:38])[CH2:32]1. Product: [Cl:9][C:8]1[C:3]([CH2:2][NH:1][C:15]([N:17]2[CH2:18][CH2:19][CH2:32][CH:33]([C:37]([O:39][CH3:40])=[O:38])[CH2:21]2)=[O:16])=[N:4][CH:5]=[CH:6][N:7]=1. The catalyst class is: 2. (6) Reactant: [ClH:1].[C:2](O)(=[O:9])[C:3]1[CH:8]=[CH:7][CH:6]=[N:5][CH:4]=1.C(Cl)(=O)C([Cl:14])=O. Product: [ClH:14].[C:2]([Cl:1])(=[O:9])[C:3]1[CH:8]=[CH:7][CH:6]=[N:5][CH:4]=1. The catalyst class is: 59. (7) Reactant: Cl.[O:2]1[CH2:7][CH2:6][N:5]([CH2:8][CH2:9][O:10][C:11]2[CH:18]=[CH:17][C:14](C=O)=[CH:13][C:12]=2[N+:19]([O-:21])=[O:20])[CH2:4][CH2:3]1.[CH:22]([O:27][CH3:28])([O:25][CH3:26])OC.Cl.C(=O)([O-])[O-].[K+].[K+]. Product: [CH3:28][O:27][CH:22]([O:25][CH3:26])[C:14]1[CH:17]=[CH:18][C:11]([O:10][CH2:9][CH2:8][N:5]2[CH2:4][CH2:3][O:2][CH2:7][CH2:6]2)=[C:12]([N+:19]([O-:21])=[O:20])[CH:13]=1. The catalyst class is: 98.